The task is: Predict the reactants needed to synthesize the given product.. This data is from Full USPTO retrosynthesis dataset with 1.9M reactions from patents (1976-2016). (1) Given the product [C:43]1([CH2:49][CH2:50][N:1]2[C:10]3[C:5](=[CH:6][CH:7]=[CH:8][CH:9]=3)[CH2:4][CH2:3][CH:2]2[CH2:11][NH:12][C:13]([NH:15][C:16]2[CH:24]=[CH:23][CH:22]=[C:21]3[C:17]=2[CH:18]=[N:19][N:20]3[C:25]([O:27][CH3:28])=[O:26])=[O:14])[CH:48]=[CH:47][CH:46]=[CH:45][CH:44]=1, predict the reactants needed to synthesize it. The reactants are: [NH:1]1[C:10]2[C:5](=[CH:6][CH:7]=[CH:8][CH:9]=2)[CH2:4][CH2:3][CH:2]1[CH2:11][NH:12][C:13]([NH:15][C:16]1[CH:24]=[CH:23][CH:22]=[C:21]2[C:17]=1[CH:18]=[N:19][N:20]2[C:25]([O:27][CH3:28])=[O:26])=[O:14].C(O[BH-](OC(=O)C)OC(=O)C)(=O)C.[Na+].[C:43]1([CH2:49][CH:50]=O)[CH:48]=[CH:47][CH:46]=[CH:45][CH:44]=1.C(O)(=O)C. (2) Given the product [CH2:32]([O:31][C:29]([C@@H:26]1[CH2:25][CH2:24][C@@H:23]2[CH2:28][N:27]1[C:9](=[O:10])[N:22]2[O:21][CH2:14][C:15]1[CH:20]=[CH:19][CH:18]=[CH:17][CH:16]=1)=[O:30])[C:33]1[CH:34]=[CH:35][CH:36]=[CH:37][CH:38]=1, predict the reactants needed to synthesize it. The reactants are: N1C=CC=C(C)C=1.C(O)(=O)[C:9](O)=[O:10].[CH2:14]([O:21][NH:22][C@H:23]1[CH2:28][NH:27][C@H:26]([C:29]([O:31][CH2:32][C:33]2[CH:38]=[CH:37][CH:36]=[CH:35][CH:34]=2)=[O:30])[CH2:25][CH2:24]1)[C:15]1[CH:20]=[CH:19][CH:18]=[CH:17][CH:16]=1.ClC(Cl)(OC(=O)OC(Cl)(Cl)Cl)Cl.C(=O)(O)[O-].[Na+]. (3) Given the product [CH2:15]([N:22]1[CH2:27][CH2:26][CH:25]([C:28]([O:30][CH2:31][CH3:32])=[O:29])[C:24](=[O:33])[CH:23]1[CH2:45][C:46]1[CH:51]=[CH:50][CH:49]=[CH:48][CH:47]=1)[C:16]1[CH:17]=[CH:18][CH:19]=[CH:20][CH:21]=1, predict the reactants needed to synthesize it. The reactants are: C(N(C(C)C)CC)(C)C.C([Li])CCC.[CH2:15]([N:22]1[CH2:27][CH2:26][CH:25]([C:28]([O:30][CH2:31][CH3:32])=[O:29])[C:24](=[O:33])[CH2:23]1)[C:16]1[CH:21]=[CH:20][CH:19]=[CH:18][CH:17]=1.CN(P(N(C)C)(N(C)C)=O)C.[CH2:45](Br)[C:46]1[CH:51]=[CH:50][CH:49]=[CH:48][CH:47]=1. (4) Given the product [C:1]1([S:7]([C:10]2[C@H:17]3[C@H:15]([O:16]3)[C@H:14]([CH3:18])[C@H:13]([O:19][Si:29]([C:32]([CH3:35])([CH3:34])[CH3:33])([CH3:31])[CH3:30])[C@@H:12]([CH3:20])[CH:11]=2)(=[O:9])=[O:8])[CH:2]=[CH:3][CH:4]=[CH:5][CH:6]=1, predict the reactants needed to synthesize it. The reactants are: [C:1]1([S:7]([C:10]2[CH:17]3[CH:15]([O:16]3)[CH:14]([CH3:18])[CH:13]([OH:19])[CH:12]([CH3:20])[CH:11]=2)(=[O:9])=[O:8])[CH:6]=[CH:5][CH:4]=[CH:3][CH:2]=1.N1C(C)=CC=CC=1C.[Si:29](OS(C(F)(F)F)(=O)=O)([C:32]([CH3:35])([CH3:34])[CH3:33])([CH3:31])[CH3:30].CO.